Dataset: CYP3A4 inhibition data for predicting drug metabolism from PubChem BioAssay. Task: Regression/Classification. Given a drug SMILES string, predict its absorption, distribution, metabolism, or excretion properties. Task type varies by dataset: regression for continuous measurements (e.g., permeability, clearance, half-life) or binary classification for categorical outcomes (e.g., BBB penetration, CYP inhibition). Dataset: cyp3a4_veith. (1) The molecule is Cc1ccc(NS(=O)(=O)c2cc(C(=O)NCc3ccccn3)ccc2Cl)cc1. The result is 1 (inhibitor). (2) The result is 0 (non-inhibitor). The compound is O=C(CC(=O)c1ccccc1)O[C@H]1CN2CCC1CC2. (3) The compound is CC(C)(C)N1C(=O)[C@@H]2[C@@H](CC[C@@H]3C(=O)C=C[C@@H](O)[C@H]32)C1=O. The result is 0 (non-inhibitor).